From a dataset of Forward reaction prediction with 1.9M reactions from USPTO patents (1976-2016). Predict the product of the given reaction. (1) The product is: [CH:1]1([C:7]2[O:8][C:9]([C:27]3[CH:32]=[CH:31][C:30]([C:33]([F:36])([F:34])[F:35])=[CH:29][CH:28]=3)=[CH:10][C:11]=2[CH:12]([O:17][C:18]2[CH:19]=[CH:20][C:21]([C:22]([N:38]([CH3:37])[CH2:39][CH2:40][C:41]([OH:43])=[O:42])=[O:23])=[CH:25][CH:26]=2)[CH2:13][CH:14]([CH3:15])[CH3:16])[CH2:6][CH2:5][CH2:4][CH2:3][CH2:2]1. Given the reactants [CH:1]1([C:7]2[O:8][C:9]([C:27]3[CH:32]=[CH:31][C:30]([C:33]([F:36])([F:35])[F:34])=[CH:29][CH:28]=3)=[CH:10][C:11]=2[CH:12]([O:17][C:18]2[CH:26]=[CH:25][C:21]([C:22](O)=[O:23])=[CH:20][CH:19]=2)[CH2:13][CH:14]([CH3:16])[CH3:15])[CH2:6][CH2:5][CH2:4][CH2:3][CH2:2]1.[CH3:37][NH:38][CH2:39][CH2:40][C:41]([O:43]CC)=[O:42], predict the reaction product. (2) Given the reactants [C:1]([C:3]1[CH:8]=[CH:7][CH:6]=[CH:5][C:4]=1[C:9]1[S:13][C:12]([C:14]([O:16][CH2:17][CH3:18])=[O:15])=[CH:11][CH:10]=1)#[N:2].[O:19](C(OC(C)(C)C)=O)[C:20]([O:22][C:23]([CH3:26])([CH3:25])[CH3:24])=O, predict the reaction product. The product is: [C:23]([O:22][C:20]([NH:2][CH2:1][C:3]1[CH:8]=[CH:7][CH:6]=[CH:5][C:4]=1[C:9]1[S:13][C:12]([C:14]([O:16][CH2:17][CH3:18])=[O:15])=[CH:11][CH:10]=1)=[O:19])([CH3:26])([CH3:25])[CH3:24].